This data is from Full USPTO retrosynthesis dataset with 1.9M reactions from patents (1976-2016). The task is: Predict the reactants needed to synthesize the given product. (1) Given the product [C:1]([O:5][C:6](=[O:26])[NH:7][CH:8]([C:18]1[CH:23]=[CH:22][C:21]([Cl:24])=[C:20]([Cl:25])[CH:19]=1)[C:9]([C:11]1[CH:12]=[CH:13][C:14]([O:17][CH2:27][C:28]2([CH3:32])[CH2:31][O:30][CH2:29]2)=[CH:15][CH:16]=1)=[O:10])([CH3:4])([CH3:2])[CH3:3], predict the reactants needed to synthesize it. The reactants are: [C:1]([O:5][C:6](=[O:26])[NH:7][CH:8]([C:18]1[CH:23]=[CH:22][C:21]([Cl:24])=[C:20]([Cl:25])[CH:19]=1)[C:9]([C:11]1[CH:16]=[CH:15][C:14]([OH:17])=[CH:13][CH:12]=1)=[O:10])([CH3:4])([CH3:3])[CH3:2].[CH3:27][C:28]1([CH2:32]O)[CH2:31][O:30][CH2:29]1. (2) The reactants are: [NH2:1][C:2]1[C:7]([C:8]#[N:9])=[C:6]([C:10]2[CH:21]=[CH:20][C:13]3[O:14][CH:15]([CH2:18][OH:19])[CH2:16][O:17][C:12]=3[CH:11]=2)[C:5]([C:22]#[N:23])=[C:4]([SH:24])[N:3]=1.[OH:25][CH2:26][CH2:27]Br.C(=O)(O)[O-].[Na+]. Given the product [NH2:1][C:2]1[C:7]([C:8]#[N:9])=[C:6]([C:10]2[CH:21]=[CH:20][C:13]3[O:14][CH:15]([CH2:18][OH:19])[CH2:16][O:17][C:12]=3[CH:11]=2)[C:5]([C:22]#[N:23])=[C:4]([S:24][CH2:27][CH2:26][OH:25])[N:3]=1, predict the reactants needed to synthesize it. (3) Given the product [F:40][C:18]1[CH:17]=[C:16]([CH2:15][CH:4]([C:5]([O:7][CH2:8][CH3:9])=[O:6])[C:3]([O:11][CH2:12][CH3:13])=[O:10])[CH:21]=[CH:20][C:19]=1[C:22]1[S:23][C:24]2[C:29]([N:30]=1)=[CH:28][CH:27]=[C:26]([C:31]1([C:34]3[CH:35]=[CH:36][CH:37]=[CH:38][CH:39]=3)[CH2:32][CH2:33]1)[N:25]=2, predict the reactants needed to synthesize it. The reactants are: [H-].[Na+].[C:3]([O:11][CH2:12][CH3:13])(=[O:10])[CH2:4][C:5]([O:7][CH2:8][CH3:9])=[O:6].Br[CH2:15][C:16]1[CH:21]=[CH:20][C:19]([C:22]2[S:23][C:24]3[C:29]([N:30]=2)=[CH:28][CH:27]=[C:26]([C:31]2([C:34]4[CH:39]=[CH:38][CH:37]=[CH:36][CH:35]=4)[CH2:33][CH2:32]2)[N:25]=3)=[C:18]([F:40])[CH:17]=1. (4) Given the product [NH2:17][C:15]1[N:14]=[CH:13][N:12]=[C:11]2[N:10]([C@@H:18]3[CH2:22][CH2:21][O:20][CH2:19]3)[N:9]=[C:8]([C:5]3[CH:6]=[CH:7][C:2]([NH:1][C:28](=[O:29])[C:27]4[CH:31]=[CH:32][CH:33]=[C:25]([C:24]([F:23])([F:34])[F:35])[CH:26]=4)=[CH:3][CH:4]=3)[C:16]=12, predict the reactants needed to synthesize it. The reactants are: [NH2:1][C:2]1[CH:7]=[CH:6][C:5]([C:8]2[C:16]3[C:11](=[N:12][CH:13]=[N:14][C:15]=3[NH2:17])[N:10]([C@@H:18]3[CH2:22][CH2:21][O:20][CH2:19]3)[N:9]=2)=[CH:4][CH:3]=1.[F:23][C:24]([F:35])([F:34])[C:25]1[CH:26]=[C:27]([CH:31]=[CH:32][CH:33]=1)[C:28](Cl)=[O:29]. (5) Given the product [Br:32][C:27]1[C:28]([O:30][CH3:31])=[CH:29][C:24]([C:9]2[CH2:14][CH2:13][N:12]([C:15]([O:17][C:18]([CH3:19])([CH3:20])[CH3:21])=[O:16])[CH2:11][CH:10]=2)=[N:25][CH:26]=1, predict the reactants needed to synthesize it. The reactants are: CC1(C)C(C)(C)OB([C:9]2[CH2:14][CH2:13][N:12]([C:15]([O:17][C:18]([CH3:21])([CH3:20])[CH3:19])=[O:16])[CH2:11][CH:10]=2)O1.Br[C:24]1[CH:29]=[C:28]([O:30][CH3:31])[C:27]([Br:32])=[CH:26][N:25]=1.C([O-])([O-])=O.[K+].[K+].O1CCOCC1.